From a dataset of Reaction yield outcomes from USPTO patents with 853,638 reactions. Predict the reaction yield, written as a fraction of the theoretical maximum amount of product (1.0 means a 100% yield; for example, 0.34 means a 34% yield). (1) The catalyst is CO.[Ni]. The yield is 0.940. The product is [CH3:1][O:2][C:3]1[CH:4]=[CH:5][C:6]([CH:9]([C:14]2[CH:19]=[CH:18][CH:17]=[CH:16][CH:15]=2)[CH2:10][NH2:11])=[CH:7][CH:8]=1. The reactants are [CH3:1][O:2][C:3]1[CH:8]=[CH:7][C:6]([CH:9]([C:14]2[CH:19]=[CH:18][CH:17]=[CH:16][CH:15]=2)[CH2:10][N+:11]([O-])=O)=[CH:5][CH:4]=1. (2) The reactants are C1CO[C:8]23OCCO[C:3]2([C@:4]2([CH2:27][CH2:26][C@H:25]4[C@@H:15]([CH2:16]/[C:17](=[N:28]\[O:29][CH2:30][CH3:31])/[CH:18]5[C@:23]4([CH3:24])[CH2:22][CH2:21][CH2:20][CH2:19]5)[C@@H:6]2[CH2:7]3)[CH3:5])[O:2]1.C([C@@H]1C2[C@](C)(CCC(=[O:52])C2)[C@@H]2[C@H]([C@H]3[C@@](CC2)(C)C(=O)CC3)C1)#N. No catalyst specified. The product is [CH2:30]([O:29]/[N:28]=[C:17]1\[CH2:16][C@@H:15]2[C@@H:25]([C@:23]3([CH3:24])[CH:18]\1[CH2:19][C:20](=[O:52])[CH2:21][CH2:22]3)[CH2:26][CH2:27][C@@:4]1([CH3:5])[C@H:6]2[CH2:7][CH2:8][C:3]1=[O:2])[CH3:31]. The yield is 1.00.